This data is from Forward reaction prediction with 1.9M reactions from USPTO patents (1976-2016). The task is: Predict the product of the given reaction. Given the reactants [F:1][C:2]([F:16])([F:15])[C:3]1[CH:8]=[CH:7][C:6]([CH2:9][C:10]([O:12][CH2:13][CH3:14])=[O:11])=[CH:5][CH:4]=1.C(O[CH:20](OCC)[N:21]([CH3:23])[CH3:22])C, predict the reaction product. The product is: [CH3:20][N:21]([CH3:23])[CH:22]=[C:9]([C:6]1[CH:5]=[CH:4][C:3]([C:2]([F:15])([F:16])[F:1])=[CH:8][CH:7]=1)[C:10]([O:12][CH2:13][CH3:14])=[O:11].